This data is from Reaction yield outcomes from USPTO patents with 853,638 reactions. The task is: Predict the reaction yield, written as a fraction of the theoretical maximum amount of product (1.0 means a 100% yield; for example, 0.34 means a 34% yield). (1) The catalyst is [Pd].C1(P(C2C=CC=CC=2)C2C=CC=CC=2)C=CC=CC=1.C1(P(C2C=CC=CC=2)C2C=CC=CC=2)C=CC=CC=1.C1(P(C2C=CC=CC=2)C2C=CC=CC=2)C=CC=CC=1.C1(P(C2C=CC=CC=2)C2C=CC=CC=2)C=CC=CC=1.C1(C)C=CC=CC=1. The product is [Br:8][C:5]1[CH:6]=[CH:7][C:2]([C:16]2[C:15]3[C:24]4=[C:23]5[C:12](=[CH:13][CH:14]=3)[CH:11]=[CH:10][CH:9]=[C:22]5[CH:21]=[CH:20][C:19]4=[CH:18][CH:17]=2)=[CH:3][CH:4]=1. The yield is 0.630. The reactants are Br[C:2]1[CH:7]=[CH:6][C:5]([Br:8])=[CH:4][CH:3]=1.[C:9]1(B(O)O)[C:22]2[C:23]3=[C:24]4[C:19](=[CH:20][CH:21]=2)[CH:18]=[CH:17][CH:16]=[C:15]4[CH:14]=[CH:13][C:12]3=[CH:11][CH:10]=1.CCO. (2) The product is [CH:30]1([CH2:29][N:26]2[C:25]3[C:24]([C:33]([NH2:35])=[O:34])=[CH:23][C:22]([C:36]4[C:37]([CH3:42])=[N:38][O:39][C:40]=4[CH3:41])=[CH:21][C:20]=3[C:19]3[C:27]2=[CH:28][C:16]([N:15]2[CH2:2][CH2:3][CH2:4][CH2:5][C:6]2=[O:8])=[CH:17][CH:18]=3)[CH2:32][CH2:31]1. The catalyst is CN(C=O)C.C(Cl)Cl.CC(C)=O. The yield is 0.400. The reactants are Cl[CH2:2][CH2:3][CH2:4][CH2:5][C:6]([OH:8])=O.C(Cl)(=O)C(Cl)=O.[NH2:15][C:16]1[CH:28]=[C:27]2[C:19]([C:20]3[CH:21]=[C:22]([C:36]4[C:37]([CH3:42])=[N:38][O:39][C:40]=4[CH3:41])[CH:23]=[C:24]([C:33]([NH2:35])=[O:34])[C:25]=3[N:26]2[CH2:29][CH:30]2[CH2:32][CH2:31]2)=[CH:18][CH:17]=1.N1C=CC=CC=1.C(=O)([O-])[O-].[K+].[K+]. (3) The product is [F:16][C:17]([F:28])([F:27])[C:18]1[CH:23]=[CH:22][C:21]([C:2]2[CH:7]=[CH:6][N:5]=[C:4]([C:8]#[N:9])[CH:3]=2)=[CH:20][CH:19]=1. The catalyst is O1CCOCC1.C([O-])(=O)C.[Pd+2].C([O-])(=O)C.CC(C1C=C(C(C)C)C(C2C=CC=CC=2P(C2CCCCC2)C2CCCCC2)=C(C(C)C)C=1)C. The yield is 0.890. The reactants are Cl[C:2]1[CH:7]=[CH:6][N:5]=[C:4]([C:8]#[N:9])[CH:3]=1.C(=O)([O-])[O-].[Cs+].[Cs+].[F:16][C:17]([F:28])([F:27])[C:18]1[CH:23]=[CH:22][C:21](B(O)O)=[CH:20][CH:19]=1.